From a dataset of Forward reaction prediction with 1.9M reactions from USPTO patents (1976-2016). Predict the product of the given reaction. (1) Given the reactants C(OC([N:8]1[CH2:13][CH2:12][CH:11]([N:14](C(OC(C)(C)C)=O)[C:15]2[CH:20]=[CH:19][C:18]([O:21][CH2:22][CH:23]3[CH2:27][O:26]C(C)(C)O3)=[CH:17][N:16]=2)[CH2:10][CH2:9]1)=O)(C)(C)C.C(OC(N1CCC(N(C(OC(C)(C)C)=O)C2C=CC(O)=CN=2)CC1)=O)(C)(C)C.BrCCCOC1CCCCO1.C(=O)([O-])[O-].[K+].[K+].Cl.ClC1C=CC(CN2CCC(NC3C=CC(C#N)=CC=3)CC2)=CC=1OCC, predict the reaction product. The product is: [NH:8]1[CH2:13][CH2:12][CH:11]([NH:14][C:15]2[N:16]=[CH:17][C:18]([O:21][CH2:22][CH2:23][CH2:27][OH:26])=[CH:19][CH:20]=2)[CH2:10][CH2:9]1. (2) Given the reactants [F:1][C:2]1[CH:7]=[CH:6][C:5]([F:8])=[CH:4][C:3]=1/[CH:9]=[CH:10]/[CH2:11][NH:12][CH:13]1[CH2:18][CH2:17][N:16]([CH2:19][CH2:20][N:21]2[C:26]3[CH:27]=[C:28]([C:31]#[N:32])[CH:29]=[CH:30][C:25]=3[O:24][CH2:23][C:22]2=[O:33])[CH2:15][CH2:14]1.[N+](=[CH:36][C:37]([O:39][CH2:40][CH3:41])=[O:38])=[N-], predict the reaction product. The product is: [C:31]([C:28]1[CH:29]=[CH:30][C:25]2[O:24][CH2:23][C:22](=[O:33])[N:21]([CH2:20][CH2:19][N:16]3[CH2:17][CH2:18][CH:13]([N:12]([CH2:11]/[CH:10]=[CH:9]/[C:3]4[CH:4]=[C:5]([F:8])[CH:6]=[CH:7][C:2]=4[F:1])[CH2:36][C:37]([O:39][CH2:40][CH3:41])=[O:38])[CH2:14][CH2:15]3)[C:26]=2[CH:27]=1)#[N:32]. (3) Given the reactants [C:1]([O:5][C:6]([N:8]1[CH2:13][CH:12]([C:14]2[CH:19]=[CH:18][C:17]([O:20][C:21]([F:24])([F:23])[F:22])=[C:16]([F:25])[CH:15]=2)[CH2:11][CH:10]([C:26](O)=[O:27])[CH2:9]1)=[O:7])([CH3:4])([CH3:3])[CH3:2].O[N:30]=[C:31]([O:33][CH2:34][CH3:35])[NH2:32], predict the reaction product. The product is: [CH2:34]([O:33][C:31]1[N:32]=[C:26]([CH:10]2[CH2:11][CH:12]([C:14]3[CH:19]=[CH:18][C:17]([O:20][C:21]([F:23])([F:24])[F:22])=[C:16]([F:25])[CH:15]=3)[CH2:13][N:8]([C:6]([O:5][C:1]([CH3:3])([CH3:2])[CH3:4])=[O:7])[CH2:9]2)[O:27][N:30]=1)[CH3:35]. (4) Given the reactants [OH:1][C:2]1[CH:22]=[CH:21][C:5]([CH2:6][C:7]2[CH:16]=[CH:15][C:10]([C:11]([O:13][CH3:14])=[O:12])=[CH:9][C:8]=2[O:17][CH2:18][O:19][CH3:20])=[CH:4][CH:3]=1.[CH:23]([Sn](C=C)(C=C)C=C)=[CH2:24].C([O-])(=O)C.[NH4+], predict the reaction product. The product is: [CH3:20][O:19][CH2:18][O:17][C:8]1[CH:9]=[C:10]([CH:15]=[CH:16][C:7]=1[CH2:6][C:5]1[CH:4]=[CH:3][C:2]([O:1][CH:23]=[CH2:24])=[CH:22][CH:21]=1)[C:11]([O:13][CH3:14])=[O:12]. (5) Given the reactants [O:1]1[C:5]2[CH:6]=[CH:7][CH:8]=[CH:9][C:4]=2[C:3]([C:10]2[C:19]([N:20]3[CH2:24][CH2:23][CH2:22][C@@H:21]3[CH3:25])=[N:18][C:17]3[C:12](=[CH:13][CH:14]=[C:15]([C:26]([O:28]C)=[O:27])[CH:16]=3)[N:11]=2)=[CH:2]1.[OH-].[Na+], predict the reaction product. The product is: [O:1]1[C:5]2[CH:6]=[CH:7][CH:8]=[CH:9][C:4]=2[C:3]([C:10]2[C:19]([N:20]3[CH2:24][CH2:23][CH2:22][C@@H:21]3[CH3:25])=[N:18][C:17]3[C:12](=[CH:13][CH:14]=[C:15]([C:26]([OH:28])=[O:27])[CH:16]=3)[N:11]=2)=[CH:2]1. (6) Given the reactants FC(F)(F)S(O[C:7]1[CH:16]=[CH:15][C:14]2[CH2:13][CH2:12][CH:11]([NH:17][C:18]([O:20][C:21]([CH3:24])([CH3:23])[CH3:22])=[O:19])[CH:10]([CH2:25][C:26]3[CH:31]=[CH:30][C:29]([Cl:32])=[CH:28][CH:27]=3)[C:9]=2[CH:8]=1)(=O)=O.[CH3:35][N:36](C)C=O, predict the reaction product. The product is: [Cl:32][C:29]1[CH:30]=[CH:31][C:26]([CH2:25][CH:10]2[C:9]3[C:14](=[CH:15][CH:16]=[C:7]([C:35]#[N:36])[CH:8]=3)[CH2:13][CH2:12][CH:11]2[NH:17][C:18](=[O:19])[O:20][C:21]([CH3:23])([CH3:22])[CH3:24])=[CH:27][CH:28]=1. (7) The product is: [C:1]([C:3]1([C:9]2[CH:10]=[C:11]([CH:16]=[CH:17][CH:18]=2)[C:12]([OH:14])=[O:13])[CH2:8][CH2:7][O:6][CH2:5][CH2:4]1)#[N:2]. Given the reactants [C:1]([C:3]1([C:9]2[CH:10]=[C:11]([CH:16]=[CH:17][CH:18]=2)[C:12]([O:14]C)=[O:13])[CH2:8][CH2:7][O:6][CH2:5][CH2:4]1)#[N:2].O.[OH-].[Li+].CO.O, predict the reaction product.